This data is from Catalyst prediction with 721,799 reactions and 888 catalyst types from USPTO. The task is: Predict which catalyst facilitates the given reaction. (1) Reactant: [OH:1][C:2]([C:4]([F:7])([F:6])[F:5])=[O:3].[O:8]=[S:9]1(=[O:59])[CH2:14][CH2:13][N:12]([CH2:15][CH2:16][NH:17][C@:18]23[CH2:53][CH2:52][C@@H:51]([NH:54][C:55]([NH:57][CH3:58])=[O:56])[C@@H:19]2[C@@H:20]2[C@@:33]([CH3:36])([CH2:34][CH2:35]3)[C@@:32]3([CH3:37])[C@@H:23]([C@:24]4([CH3:50])[C@@H:29]([CH2:30][CH2:31]3)[C:28]([CH3:39])([CH3:38])[C:27]([C:40]3[CH:49]=[CH:48][C:43]([C:44]([O:46]C)=[O:45])=[CH:42][CH:41]=3)=[CH:26][CH2:25]4)[CH2:22][CH2:21]2)[CH2:11][CH2:10]1.O.[OH-].[Li+].O1CCCC1. Product: [O:59]=[S:9]1(=[O:8])[CH2:14][CH2:13][N:12]([CH2:15][CH2:16][NH:17][C@:18]23[CH2:53][CH2:52][C@@H:51]([NH:54][C:55]([NH:57][CH3:58])=[O:56])[C@@H:19]2[C@@H:20]2[C@@:33]([CH3:36])([CH2:34][CH2:35]3)[C@@:32]3([CH3:37])[C@@H:23]([C@:24]4([CH3:50])[C@@H:29]([CH2:30][CH2:31]3)[C:28]([CH3:39])([CH3:38])[C:27]([C:40]3[CH:41]=[CH:42][C:43]([C:44]([OH:46])=[O:45])=[CH:48][CH:49]=3)=[CH:26][CH2:25]4)[CH2:22][CH2:21]2)[CH2:11][CH2:10]1.[C:2]([OH:3])([C:4]([F:7])([F:6])[F:5])=[O:1]. The catalyst class is: 5. (2) Reactant: [F:1][C:2]([F:28])([F:27])[C:3]([C:5]1[CH:6]=[C:7]([N:11]([CH2:21][CH2:22][C:23]([F:26])([F:25])[F:24])[S:12]([C:15]2[CH:20]=[CH:19][CH:18]=[CH:17][CH:16]=2)(=[O:14])=[O:13])[CH:8]=[CH:9][CH:10]=1)=[O:4].BrC1C=C(N(CCC(F)(F)F)[S:37]([C:40]2[CH:45]=[CH:44][CH:43]=[CH:42][CH:41]=2)(=[O:39])=[O:38])C=CC=1.[Li][CH2:53][CH2:54]CC.F[C:58](F)(F)C(OCC)=O. Product: [OH:4][C:3]([C:5]1[CH:6]=[C:7]([N:11]([CH2:21][CH2:22][C:23]([F:26])([F:25])[F:24])[S:12]([C:15]2[CH:20]=[CH:19][CH:18]=[CH:17][CH:16]=2)(=[O:14])=[O:13])[CH:8]=[CH:9][CH:10]=1)([C:2]([F:1])([F:27])[F:28])[C:53]#[C:54][C:43]1[CH:42]=[CH:41][C:40]([S:37]([CH3:58])(=[O:38])=[O:39])=[CH:45][CH:44]=1. The catalyst class is: 1. (3) Reactant: [Cl:1][C:2]1[C:7]([F:8])=[CH:6][C:5]([CH:9]2[CH2:14][CH:13]([C:15]([O:17]C)=[O:16])[CH2:12][CH2:11][N:10]2[C:19]([O:21][CH3:22])=[O:20])=[CH:4][C:3]=1[F:23].[Br-].[Li+].C(N(CC)CC)C.CC(OC)(C)C. Product: [Cl:1][C:2]1[C:7]([F:8])=[CH:6][C:5]([CH:9]2[CH2:14][CH:13]([C:15]([OH:17])=[O:16])[CH2:12][CH2:11][N:10]2[C:19]([O:21][CH3:22])=[O:20])=[CH:4][C:3]=1[F:23]. The catalyst class is: 47. (4) Reactant: [C:1]([O:5][C:6]([NH:8][CH:9]1[CH2:14][CH2:13][CH:12]([NH:15][C:16]([C:18]2[CH:19]=[C:20]([CH:31]=[C:32]([O:34][C:35]3[CH:40]=[CH:39][C:38]([C:41]#[N:42])=[CH:37][CH:36]=3)[CH:33]=2)[O:21][C:22]2[CH:30]=[CH:29][C:25]([C:26]([OH:28])=[O:27])=[CH:24][CH:23]=2)=[O:17])[CH2:11][CH2:10]1)=[O:7])([CH3:4])([CH3:3])[CH3:2].C(=O)([O-])[O-].[K+].[K+].[CH2:49](Br)[C:50]1[CH:55]=[CH:54][CH:53]=[CH:52][CH:51]=1. Product: [CH2:49]([O:27][C:26](=[O:28])[C:25]1[CH:29]=[CH:30][C:22]([O:21][C:20]2[CH:31]=[C:32]([O:34][C:35]3[CH:36]=[CH:37][C:38]([C:41]#[N:42])=[CH:39][CH:40]=3)[CH:33]=[C:18]([C:16](=[O:17])[NH:15][CH:12]3[CH2:13][CH2:14][CH:9]([NH:8][C:6]([O:5][C:1]([CH3:4])([CH3:2])[CH3:3])=[O:7])[CH2:10][CH2:11]3)[CH:19]=2)=[CH:23][CH:24]=1)[C:50]1[CH:55]=[CH:54][CH:53]=[CH:52][CH:51]=1. The catalyst class is: 3.